Dataset: Reaction yield outcomes from USPTO patents with 853,638 reactions. Task: Predict the reaction yield, written as a fraction of the theoretical maximum amount of product (1.0 means a 100% yield; for example, 0.34 means a 34% yield). The reactants are [OH:1][C:2]1[CH:10]=[CH:9][C:5]([CH2:6][CH2:7][OH:8])=[CH:4][CH:3]=1.C(=O)([O-])[O-].[Cs+].[Cs+].CC1C=CC(OS(O[CH2:27][CH2:28][O:29][CH2:30][CH2:31][NH:32][C:33](=[O:39])[O:34][C:35]([CH3:38])([CH3:37])[CH3:36])(=O)=O)=CC=1. The catalyst is CN(C=O)C. The product is [OH:8][CH2:7][CH2:6][C:5]1[CH:9]=[CH:10][C:2]([O:1][CH2:27][CH2:28][O:29][CH2:30][CH2:31][NH:32][C:33](=[O:39])[O:34][C:35]([CH3:38])([CH3:37])[CH3:36])=[CH:3][CH:4]=1. The yield is 1.00.